From a dataset of Peptide-MHC class I binding affinity with 185,985 pairs from IEDB/IMGT. Regression. Given a peptide amino acid sequence and an MHC pseudo amino acid sequence, predict their binding affinity value. This is MHC class I binding data. (1) The binding affinity (normalized) is 0.0847. The peptide sequence is YRYTYRCHR. The MHC is HLA-B44:02 with pseudo-sequence HLA-B44:02. (2) The peptide sequence is NLAAQTHLY. The MHC is HLA-A69:01 with pseudo-sequence HLA-A69:01. The binding affinity (normalized) is 0.0847. (3) The peptide sequence is CSIMRAPFA. The MHC is HLA-B08:01 with pseudo-sequence HLA-B08:01. The binding affinity (normalized) is 0.142. (4) The peptide sequence is FIPIYDLL. The MHC is HLA-A68:02 with pseudo-sequence HLA-A68:02. The binding affinity (normalized) is 0.153. (5) The peptide sequence is ITRNQPEWF. The MHC is Mamu-A02 with pseudo-sequence Mamu-A02. The binding affinity (normalized) is 0.978.